From a dataset of Reaction yield outcomes from USPTO patents with 853,638 reactions. Predict the reaction yield, written as a fraction of the theoretical maximum amount of product (1.0 means a 100% yield; for example, 0.34 means a 34% yield). The reactants are B1(C)OC(C2C=CC=CC=2)(C2C=CC=CC=2)[C@H]2N1CCC2.B.CSSC.Cl.[Br:28][CH2:29][C:30]([C:32]1[CH:33]=[N:34][CH:35]=[CH:36][CH:37]=1)=[O:31]. The catalyst is C1COCC1. The product is [Br:28][CH2:29][C@H:30]([C:32]1[CH:33]=[N:34][CH:35]=[CH:36][CH:37]=1)[OH:31]. The yield is 0.660.